Dataset: TCR-epitope binding with 47,182 pairs between 192 epitopes and 23,139 TCRs. Task: Binary Classification. Given a T-cell receptor sequence (or CDR3 region) and an epitope sequence, predict whether binding occurs between them. (1) The epitope is SSNVANYQK. The TCR CDR3 sequence is CASSADRGQEQFF. Result: 1 (the TCR binds to the epitope). (2) The epitope is RLRAEAQVK. The TCR CDR3 sequence is CATSETSRGSQHF. Result: 1 (the TCR binds to the epitope). (3) The epitope is ISPRTLNAW. The TCR CDR3 sequence is CASFPNTEAFF. Result: 1 (the TCR binds to the epitope). (4) The epitope is ARMILMTHF. The TCR CDR3 sequence is CASSLYRVGYNEQFF. Result: 1 (the TCR binds to the epitope). (5) The TCR CDR3 sequence is CASSLYPLGFGYTF. Result: 0 (the TCR does not bind to the epitope). The epitope is CTELKLSDY. (6) The TCR CDR3 sequence is CASSRGGVNTQYF. Result: 1 (the TCR binds to the epitope). The epitope is ILGLPTQTV. (7) Result: 0 (the TCR does not bind to the epitope). The epitope is GTITSGWTF. The TCR CDR3 sequence is CASSFKQGPDEQYF.